From a dataset of Catalyst prediction with 721,799 reactions and 888 catalyst types from USPTO. Predict which catalyst facilitates the given reaction. (1) Reactant: [F:1][CH:2]([F:38])[CH2:3][N:4]1[C:9](=[O:10])[C:8]2[C:11]([C:32]3[CH:37]=[CH:36][CH:35]=[CH:34][CH:33]=3)=[C:12]([C:14]3[CH:19]=[CH:18][C:17]([C:20]4([NH:24]C(=O)OC(C)(C)C)[CH2:23][CH2:22][CH2:21]4)=[CH:16][CH:15]=3)[O:13][C:7]=2[N:6]=[CH:5]1. Product: [NH2:24][C:20]1([C:17]2[CH:18]=[CH:19][C:14]([C:12]3[O:13][C:7]4[N:6]=[CH:5][N:4]([CH2:3][CH:2]([F:1])[F:38])[C:9](=[O:10])[C:8]=4[C:11]=3[C:32]3[CH:33]=[CH:34][CH:35]=[CH:36][CH:37]=3)=[CH:15][CH:16]=2)[CH2:23][CH2:22][CH2:21]1. The catalyst class is: 61. (2) Reactant: Cl[C:2]1[N:7]=[C:6]([NH:8][CH2:9][CH2:10][CH3:11])[N:5]=[C:4]([NH:12][CH2:13][CH2:14][CH3:15])[N:3]=1.Cl.[CH2:17]([O:20][NH2:21])[CH:18]=[CH2:19].[OH-].[Na+]. Product: [CH2:17]([O:20][NH:21][C:2]1[N:7]=[C:6]([NH:8][CH2:9][CH2:10][CH3:11])[N:5]=[C:4]([NH:12][CH2:13][CH2:14][CH3:15])[N:3]=1)[CH:18]=[CH2:19]. The catalyst class is: 38. (3) Reactant: Br[C:2]1[S:3][C:4]2[CH:10]=[C:9](OC)[CH:8]=[CH:7][C:5]=2[N:6]=1.CC1(C)C(C)(C)OB([C:21]2[CH:22]=[CH:23][C:24](N)=[N:25][CH:26]=2)O1.[C:29]([O-:32])([O-])=O.[K+].[K+].C(OCC)(=O)C.C[N:42](C=O)C. Product: [CH3:29][O:32][C:24]1[N:25]=[CH:26][C:21]([C:2]2[S:3][C:4]3[CH:10]=[C:9]([NH2:42])[CH:8]=[CH:7][C:5]=3[N:6]=2)=[CH:22][CH:23]=1. The catalyst class is: 140.